From a dataset of Catalyst prediction with 721,799 reactions and 888 catalyst types from USPTO. Predict which catalyst facilitates the given reaction. (1) Reactant: [CH3:1][CH:2]1[C:14]2[C:13]3[C:8](=[CH:9][CH:10]=[CH:11][CH:12]=3)[NH:7][C:6]=2[CH2:5][NH:4][CH2:3]1. Product: [CH3:1][C:2]1[C:14]2[C:13]3[C:8](=[CH:9][CH:10]=[CH:11][CH:12]=3)[NH:7][C:6]=2[CH:5]=[N:4][CH:3]=1. The catalyst class is: 45. (2) Reactant: [CH3:1][O:2][C:3](=[O:12])[C:4]1[C:5](=[CH:7][CH:8]=[C:9]([Cl:11])[CH:10]=1)[OH:6].C1(C)C=CC(S(O[CH2:23][CH2:24][Cl:25])(=O)=O)=CC=1.C([O-])([O-])=O.[K+].[K+]. Product: [Cl:11][C:9]1[CH:8]=[CH:7][C:5]([O:6][CH2:23][CH2:24][Cl:25])=[C:4]([CH:10]=1)[C:3]([O:2][CH3:1])=[O:12]. The catalyst class is: 288.